This data is from Reaction yield outcomes from USPTO patents with 853,638 reactions. The task is: Predict the reaction yield, written as a fraction of the theoretical maximum amount of product (1.0 means a 100% yield; for example, 0.34 means a 34% yield). (1) The reactants are [OH:1][C:2]1[CH:7]=[CH:6][CH:5]=[CH:4][C:3]=1[C:8]1[NH:9][C:10]([CH3:18])=[C:11]2[C:16]=1[CH2:15][CH2:14][CH2:13][C:12]2=[O:17].[O:19]1[CH2:23][CH2:22][CH:21]([CH2:24]O)[CH2:20]1.C1(P(C2C=CC=CC=2)C2C=CC=CC=2)C=CC=CC=1.N(C(OC(C)C)=O)=NC(OC(C)C)=O. The catalyst is O1CCCC1. The product is [CH3:18][C:10]1[NH:9][C:8]([C:3]2[CH:4]=[CH:5][CH:6]=[CH:7][C:2]=2[O:1][CH2:24][CH:21]2[CH2:22][CH2:23][O:19][CH2:20]2)=[C:16]2[C:11]=1[C:12](=[O:17])[CH2:13][CH2:14][CH2:15]2. The yield is 0.200. (2) The product is [Cl:3][C:4]1[C:12]2[N:11]([CH2:27][C:28]([O:30][CH2:31][CH3:32])=[O:29])[C:10]3[CH2:13][CH2:14][N:15]([C:18]([O:20][C:21]([CH3:22])([CH3:24])[CH3:23])=[O:19])[CH2:16][CH2:17][C:9]=3[C:8]=2[C:7]([Cl:25])=[CH:6][CH:5]=1. The reactants are [H-].[Na+].[Cl:3][C:4]1[C:12]2[NH:11][C:10]3[CH2:13][CH2:14][N:15]([C:18]([O:20][C:21]([CH3:24])([CH3:23])[CH3:22])=[O:19])[CH2:16][CH2:17][C:9]=3[C:8]=2[C:7]([Cl:25])=[CH:6][CH:5]=1.Br[CH2:27][C:28]([O:30][CH2:31][CH3:32])=[O:29]. The yield is 0.960. The catalyst is CN(C=O)C. (3) The reactants are [CH2:1]([O:3][C:4]([C:6]1[S:10][C:9](Br)=[N:8][C:7]=1[CH:12]([CH3:14])[CH3:13])=[O:5])[CH3:2].C(=O)([O-])[O-].[K+].[K+].[CH3:21][NH:22][CH:23]1[CH2:28][CH2:27][O:26][CH2:25][CH2:24]1. The yield is 0.990. The catalyst is CN1CCCC1=O.C(OC)(C)(C)C. The product is [CH2:1]([O:3][C:4]([C:6]1[S:10][C:9]([N:22]([CH3:21])[CH:23]2[CH2:28][CH2:27][O:26][CH2:25][CH2:24]2)=[N:8][C:7]=1[CH:12]([CH3:14])[CH3:13])=[O:5])[CH3:2]. (4) The reactants are Br[C:2]1[CH:3]=[C:4]2[C:9](=[CH:10][CH:11]=1)[N:8]=[CH:7][CH:6]=[C:5]2[Cl:12].[O:13]1[CH2:18][CH2:17][CH:16]([SH:19])[CH2:15][CH2:14]1.C(N(CC)CC)C. The catalyst is [Pd].C1([PH+](C2C=CC=CC=2)C2C=CC=CC=2)C=CC=CC=1.C1([PH+](C2C=CC=CC=2)C2C=CC=CC=2)C=CC=CC=1.C1([PH+](C2C=CC=CC=2)C2C=CC=CC=2)C=CC=CC=1.C1([PH+](C2C=CC=CC=2)C2C=CC=CC=2)C=CC=CC=1.C(#N)C. The product is [Cl:12][C:5]1[C:4]2[C:9](=[CH:10][CH:11]=[C:2]([S:19][CH:16]3[CH2:17][CH2:18][O:13][CH2:14][CH2:15]3)[CH:3]=2)[N:8]=[CH:7][CH:6]=1. The yield is 0.303. (5) The reactants are [NH2:1][CH2:2][C@H:3]([C:8]([O:10][C:11]([CH3:14])([CH3:13])[CH3:12])=[O:9])[C:4]([O:6][CH3:7])=[O:5].CCN(C(C)C)C(C)C.[N+:24]([C:27]1[CH:32]=[CH:31][CH:30]=[CH:29][C:28]=1[S:33](Cl)(=[O:35])=[O:34])([O-:26])=[O:25]. The catalyst is C(Cl)Cl. The product is [C:11]([O:10][C:8]([C@@H:3]([CH2:2][NH:1][S:33]([C:28]1[CH:29]=[CH:30][CH:31]=[CH:32][C:27]=1[N+:24]([O-:26])=[O:25])(=[O:34])=[O:35])[C:4]([O:6][CH3:7])=[O:5])=[O:9])([CH3:14])([CH3:13])[CH3:12]. The yield is 0.980. (6) The reactants are [CH3:1][C:2]1[CH:3]=[CH:4][C:5]([N+:11]([O-:13])=[O:12])=[C:6]([CH:10]=1)[C:7]([OH:9])=O.CN(C(ON1N=NC2C=CC=NC1=2)=[N+](C)C)C.F[P-](F)(F)(F)(F)F.CCN(C(C)C)C(C)C.[OH:47][NH:48][C:49](=[NH:55])[C:50]([O:52][CH2:53][CH3:54])=[O:51]. The catalyst is C(#N)C. The product is [OH:47][N:48]=[C:49]([NH:55][C:7](=[O:9])[C:6]1[CH:10]=[C:2]([CH3:1])[CH:3]=[CH:4][C:5]=1[N+:11]([O-:13])=[O:12])[C:50]([O:52][CH2:53][CH3:54])=[O:51]. The yield is 0.920. (7) The yield is 0.260. The product is [CH3:1][C:2]1[NH:6][N:5]=[CH:4][C:3]=1[C:13]1[CH:14]=[C:15]2[C:19](=[CH:20][CH:21]=1)[N:18]([CH2:22][CH:23]1[CH2:28][CH2:27][N:26]([C:29](=[O:38])[CH2:30][CH2:31][C:32]3[CH:33]=[CH:34][CH:35]=[CH:36][CH:37]=3)[CH2:25][CH2:24]1)[CH:17]=[CH:16]2. The reactants are [CH3:1][C:2]1[N:6](C2CCCCO2)[N:5]=[CH:4][C:3]=1[C:13]1[CH:14]=[C:15]2[C:19](=[CH:20][CH:21]=1)[N:18]([CH2:22][CH:23]1[CH2:28][CH2:27][N:26]([C:29](=[O:38])[CH2:30][CH2:31][C:32]3[CH:37]=[CH:36][CH:35]=[CH:34][CH:33]=3)[CH2:25][CH2:24]1)[CH:17]=[CH:16]2.CC1C=CC(S(O)(=O)=O)=CC=1.C(OCC)(=O)C.O. The catalyst is CO.